This data is from Reaction yield outcomes from USPTO patents with 853,638 reactions. The task is: Predict the reaction yield, written as a fraction of the theoretical maximum amount of product (1.0 means a 100% yield; for example, 0.34 means a 34% yield). (1) The reactants are [C:1]([O:8][CH3:9])(=[O:7])[CH2:2][C:3]([O:5][CH3:6])=[O:4].[H-].[Na+].Br[CH:13]([C:15]1[CH:20]=[CH:19][CH:18]=[C:17]([C:21]([F:24])([F:23])[F:22])[CH:16]=1)[CH3:14].CCOCC. The catalyst is C1COCC1.CCCCCC. The product is [F:22][C:21]([F:23])([F:24])[C:17]1[CH:16]=[C:15]([CH:13]([CH:2]([C:1]([O:8][CH3:9])=[O:7])[C:3]([O:5][CH3:6])=[O:4])[CH3:14])[CH:20]=[CH:19][CH:18]=1. The yield is 0.760. (2) The reactants are Cl[C:2]1[CH:7]=[C:6]([CH3:8])[C:5]([C:9](=[O:11])[CH3:10])=[C:4]([CH3:12])[CH:3]=1.[O-]P([O-])([O-])=O.[K+].[K+].[K+].[CH3:21][O:22][C:23]1[CH:24]=[C:25]([OH:29])[CH:26]=[CH:27][CH:28]=1. The catalyst is C1(C)C=CC=CC=1.CC([O-])=O.CC([O-])=O.[Pd+2].C(P(C(C)(C)C)C1C=CC=CC=1C1C(C(C)C)=CC(C(C)C)=CC=1C(C)C)(C)(C)C. The product is [CH3:21][O:22][C:23]1[CH:24]=[C:25]([CH:26]=[CH:27][CH:28]=1)[O:29][C:2]1[CH:7]=[C:6]([CH3:8])[C:5]([C:9](=[O:11])[CH3:10])=[C:4]([CH3:12])[CH:3]=1. The yield is 0.730.